This data is from Reaction yield outcomes from USPTO patents with 853,638 reactions. The task is: Predict the reaction yield, written as a fraction of the theoretical maximum amount of product (1.0 means a 100% yield; for example, 0.34 means a 34% yield). (1) The reactants are [OH:1][C@@H:2]1[CH2:27][CH2:26][C@@:25]2([CH3:28])[C@H:4]([C@@H:5]([CH2:31]C)[C@@H:6]([OH:30])[C@@H:7]3[C@@H:24]2[CH2:23][CH2:22][C@@:21]2([CH3:29])[C@H:8]3[CH2:9][CH2:10][C@@H:11]2[C@H:12]([CH3:20])[CH2:13][CH2:14][C:15]([O:17]CC)=[O:16])[CH2:3]1.[OH-].[Na+].Cl. The catalyst is CCO. The product is [OH:1][C@@H:2]1[CH2:27][CH2:26][C@@:25]2([CH3:28])[C@H:4]([C@@H:5]([CH3:31])[C@@H:6]([OH:30])[C@@H:7]3[C@@H:24]2[CH2:23][CH2:22][C@@:21]2([CH3:29])[C@H:8]3[CH2:9][CH2:10][C@@H:11]2[C@H:12]([CH3:20])[CH2:13][CH2:14][C:15]([OH:17])=[O:16])[CH2:3]1. The yield is 0.430. (2) The reactants are N[C:2]1[CH:10]=[C:9]2[C:5]([CH2:6][N:7]([C:12]3[CH:13]=[C:14]4[C:18](=[CH:19][CH:20]=3)[N:17]([CH3:21])[CH:16]=[CH:15]4)[C:8]2=[O:11])=[CH:4][CH:3]=1.[CH2:22]=O.[C:24]([BH3-])#[N:25].[Na+].[OH-].[Na+]. The catalyst is C(OCC)(=O)C.C(O)(=O)C. The product is [CH3:22][N:25]([CH3:24])[C:2]1[CH:10]=[C:9]2[C:5]([CH2:6][N:7]([C:12]3[CH:13]=[C:14]4[C:18](=[CH:19][CH:20]=3)[N:17]([CH3:21])[CH2:16][CH2:15]4)[C:8]2=[O:11])=[CH:4][CH:3]=1. The yield is 0.360.